From a dataset of NCI-60 drug combinations with 297,098 pairs across 59 cell lines. Regression. Given two drug SMILES strings and cell line genomic features, predict the synergy score measuring deviation from expected non-interaction effect. (1) Drug 1: C1CC(C1)(C(=O)O)C(=O)O.[NH2-].[NH2-].[Pt+2]. Drug 2: CCC1=C2CN3C(=CC4=C(C3=O)COC(=O)C4(CC)O)C2=NC5=C1C=C(C=C5)O. Cell line: RXF 393. Synergy scores: CSS=8.05, Synergy_ZIP=2.10, Synergy_Bliss=7.23, Synergy_Loewe=-1.18, Synergy_HSA=2.09. (2) Drug 1: C1=CC(=C2C(=C1NCCNCCO)C(=O)C3=C(C=CC(=C3C2=O)O)O)NCCNCCO. Drug 2: C1=NC(=NC(=O)N1C2C(C(C(O2)CO)O)O)N. Cell line: A498. Synergy scores: CSS=38.9, Synergy_ZIP=3.71, Synergy_Bliss=5.56, Synergy_Loewe=-3.54, Synergy_HSA=6.93. (3) Drug 1: CC1C(C(CC(O1)OC2CC(CC3=C2C(=C4C(=C3O)C(=O)C5=C(C4=O)C(=CC=C5)OC)O)(C(=O)CO)O)N)O.Cl. Drug 2: CCCCC(=O)OCC(=O)C1(CC(C2=C(C1)C(=C3C(=C2O)C(=O)C4=C(C3=O)C=CC=C4OC)O)OC5CC(C(C(O5)C)O)NC(=O)C(F)(F)F)O. Cell line: LOX IMVI. Synergy scores: CSS=57.9, Synergy_ZIP=3.30, Synergy_Bliss=4.45, Synergy_Loewe=0.651, Synergy_HSA=5.75. (4) Drug 1: C1=NC2=C(N=C(N=C2N1C3C(C(C(O3)CO)O)O)F)N. Drug 2: CN1C2=C(C=C(C=C2)N(CCCl)CCCl)N=C1CCCC(=O)O.Cl. Cell line: MOLT-4. Synergy scores: CSS=66.7, Synergy_ZIP=-2.64, Synergy_Bliss=-7.81, Synergy_Loewe=-36.1, Synergy_HSA=-6.65. (5) Drug 1: CC1=C(C=C(C=C1)NC2=NC=CC(=N2)N(C)C3=CC4=NN(C(=C4C=C3)C)C)S(=O)(=O)N.Cl. Cell line: SF-295. Synergy scores: CSS=43.0, Synergy_ZIP=10.6, Synergy_Bliss=13.3, Synergy_Loewe=11.4, Synergy_HSA=15.1. Drug 2: CC1C(C(CC(O1)OC2CC(CC3=C2C(=C4C(=C3O)C(=O)C5=C(C4=O)C(=CC=C5)OC)O)(C(=O)C)O)N)O.Cl. (6) Drug 1: CN(C)N=NC1=C(NC=N1)C(=O)N. Drug 2: C1=CC(=CC=C1CC(C(=O)O)N)N(CCCl)CCCl.Cl. Cell line: ACHN. Synergy scores: CSS=15.8, Synergy_ZIP=0.880, Synergy_Bliss=4.89, Synergy_Loewe=0.578, Synergy_HSA=6.11. (7) Drug 1: CC1C(C(CC(O1)OC2CC(OC(C2O)C)OC3=CC4=CC5=C(C(=O)C(C(C5)C(C(=O)C(C(C)O)O)OC)OC6CC(C(C(O6)C)O)OC7CC(C(C(O7)C)O)OC8CC(C(C(O8)C)O)(C)O)C(=C4C(=C3C)O)O)O)O. Drug 2: C(=O)(N)NO. Cell line: OVCAR-4. Synergy scores: CSS=46.2, Synergy_ZIP=-0.900, Synergy_Bliss=-0.540, Synergy_Loewe=-43.0, Synergy_HSA=-0.711.